Dataset: Aqueous solubility values for 9,982 compounds from the AqSolDB database. Task: Regression/Classification. Given a drug SMILES string, predict its absorption, distribution, metabolism, or excretion properties. Task type varies by dataset: regression for continuous measurements (e.g., permeability, clearance, half-life) or binary classification for categorical outcomes (e.g., BBB penetration, CYP inhibition). For this dataset (solubility_aqsoldb), we predict Y. (1) The molecule is O=C(Nc1ccnc(=O)[nH]1)c1ccccc1. The Y is -5.16 log mol/L. (2) The compound is C[C@]12CC[C@@H]3C4=C(CC[C@H]3[C@@H]1CC[C@@H]2O)CC(=O)CC4. The Y is -4.95 log mol/L. (3) The molecule is CC(=O)Nc1cc(S(=O)(=O)[O-])cc2c1C(=O)/C(=N/Nc1ccccc1)C(S(=O)(=O)[O-])=C2.[Na+].[Na+]. The Y is -0.587 log mol/L. (4) The compound is O=C(O)[C@@H](O)[C@H](O)C(=O)O. The Y is 0.824 log mol/L. (5) The compound is O=C([O-])CN(CC(=O)[O-])CC(=O)[O-].[Na+].[Na+].[Na+]. The Y is 0.396 log mol/L. (6) The compound is O=CNC(N1CCN(C(NC=O)C(Cl)(Cl)Cl)CC1)C(Cl)(Cl)Cl. The Y is -4.16 log mol/L. (7) The drug is CCCC(C)(COC(N)=O)COC(N)=O. The Y is -1.74 log mol/L. (8) The molecule is CCCc1c2c(c(O)c3c(=O)cc(C(=O)O)oc13)CCCC2. The Y is -2.68 log mol/L.